The task is: Predict the product of the given reaction.. This data is from Forward reaction prediction with 1.9M reactions from USPTO patents (1976-2016). (1) Given the reactants [Cl:1][C:2]1[C:3](I)=[CH:4][C:5]2[C:14]3[C:9](=[C:10]([CH3:15])[N:11]=[CH:12][CH:13]=3)[C:8](=[O:16])[N:7]([CH3:17])[C:6]=2[CH:18]=1.B1(C=C)OB([CH:26]=[CH2:27])OB(C=C)O1.C1C=CN=CC=1.C([O-])([O-])=O.[Na+].[Na+], predict the reaction product. The product is: [Cl:1][C:2]1[C:3]([CH:26]=[CH2:27])=[CH:4][C:5]2[C:14]3[C:9](=[C:10]([CH3:15])[N:11]=[CH:12][CH:13]=3)[C:8](=[O:16])[N:7]([CH3:17])[C:6]=2[CH:18]=1. (2) Given the reactants [CH3:1][O:2][C:3]([C@H:5]1[CH2:8][C@@H:7]([OH:9])[CH2:6]1)=[O:4].N1C=CC=CC=1.[O:16](S(C1C=CC(C)=CC=1)(=O)=O)[S:17]([C:20]1[CH:26]=[CH:25][C:23]([CH3:24])=[CH:22][CH:21]=1)(=O)=[O:18].[O-][Mn](=O)(=O)=O.[K+], predict the reaction product. The product is: [CH3:1][O:2][C:3]([C@H:5]1[CH2:8][C@@H:7]([O:9][S:17]([C:20]2[CH:26]=[CH:25][C:23]([CH3:24])=[CH:22][CH:21]=2)(=[O:18])=[O:16])[CH2:6]1)=[O:4].